Dataset: TCR-epitope binding with 47,182 pairs between 192 epitopes and 23,139 TCRs. Task: Binary Classification. Given a T-cell receptor sequence (or CDR3 region) and an epitope sequence, predict whether binding occurs between them. The epitope is SEVGPEHSLAEY. The TCR CDR3 sequence is CATSRAGAYEQYF. Result: 0 (the TCR does not bind to the epitope).